This data is from Full USPTO retrosynthesis dataset with 1.9M reactions from patents (1976-2016). The task is: Predict the reactants needed to synthesize the given product. (1) Given the product [F:24][C:25]1[CH:26]=[C:27]([C:31]2[C@:32]3([CH2:48][CH2:47][C@H:46]4[C@@H:37]([CH2:38][CH2:39][C:40]5[CH:41]=[C:42]([C:52]([N:53]([CH3:6])[CH2:54][CH2:55][C:56]([O:58][C:59]([CH3:62])([CH3:61])[CH3:60])=[O:57])=[O:1])[CH:43]=[CH:44][C:45]=54)[C@@H:34]3[CH2:35][CH:36]=2)[CH3:33])[CH:28]=[N:29][CH:30]=1, predict the reactants needed to synthesize it. The reactants are: [OH2:1].ON1C2C=CC=C[C:6]=2N=N1.Cl.CN(C)CCCN=C=NCC.[F:24][C:25]1[CH:26]=[C:27]([C:31]2[C@:32]3([CH2:48][CH2:47][C@H:46]4[C@@H:37]([CH2:38][CH2:39][C:40]5[CH:41]=[C:42](C(O)=O)[CH:43]=[CH:44][C:45]=54)[C@@H:34]3[CH2:35][CH:36]=2)[CH3:33])[CH:28]=[N:29][CH:30]=1.[CH3:52][NH:53][CH2:54][CH2:55][C:56]([O:58][C:59]([CH3:62])([CH3:61])[CH3:60])=[O:57]. (2) Given the product [NH2:1][C:2]1[O:12][C:11]([CH2:13][CH3:14])=[C:10]([CH2:9][CH3:8])[N:3]=1, predict the reactants needed to synthesize it. The reactants are: [N:1]#[C:2][NH2:3].[O-]CC.[Na+].[CH3:8][CH2:9][C:10](=O)[CH:11]([CH2:13][CH3:14])[OH:12].O. (3) The reactants are: [F:1][C:2]1[CH:3]=[C:4]([CH:30]=[CH:31][C:32]=1[F:33])[O:5][CH2:6][CH2:7][CH2:8][O:9][C:10]1[CH:15]=[CH:14][C:13]([CH:16]2[CH2:21][CH2:20][N:19](C(OC(C)(C)C)=O)[CH2:18][CH:17]2[OH:29])=[CH:12][CH:11]=1.Cl[CH2:35][C:36]1[CH:37]=[CH:38][C:39]2[O:44][CH2:43][C:42](=O)[N:41]([CH2:46][CH2:47][CH2:48][O:49][CH3:50])[C:40]=2[CH:51]=1. Given the product [F:1][C:2]1[CH:3]=[C:4]([CH:30]=[CH:31][C:32]=1[F:33])[O:5][CH2:6][CH2:7][CH2:8][O:9][C:10]1[CH:11]=[CH:12][C:13]([CH:16]2[CH2:21][CH2:20][NH:19][CH2:18][CH:17]2[O:29][CH2:35][C:36]2[CH:37]=[CH:38][C:39]3[O:44][CH2:43][CH2:42][N:41]([CH2:46][CH2:47][CH2:48][O:49][CH3:50])[C:40]=3[CH:51]=2)=[CH:14][CH:15]=1, predict the reactants needed to synthesize it. (4) Given the product [CH3:1][CH2:2][CH2:3][C:4]1[N:12]([CH2:13][C:14]2[CH:19]=[CH:18][C:17]([C:20]3[C:25]([C:26]([O-:28])=[O:27])=[CH:24][CH:23]=[CH:22][CH:21]=3)=[CH:16][CH:15]=2)[C:11]2[C:6](=[C:7]([CH3:39])[CH:8]=[C:9]([C:29]3[N:37]([CH3:38])[C:36]4[C:31](=[CH:32][CH:33]=[CH:34][CH:35]=4)[N:30]=3)[CH:10]=2)[N:5]=1.[Na+:41], predict the reactants needed to synthesize it. The reactants are: [CH3:1][CH2:2][CH2:3][C:4]1[N:12]([CH2:13][C:14]2[CH:15]=[CH:16][C:17]([C:20]3[CH:21]=[CH:22][CH:23]=[CH:24][C:25]=3[C:26]([OH:28])=[O:27])=[CH:18][CH:19]=2)[C:11]2[CH:10]=[C:9]([C:29]3[N:37]([CH3:38])[C:36]4[CH:35]=[CH:34][CH:33]=[CH:32][C:31]=4[N:30]=3)[CH:8]=[C:7]([CH3:39])[C:6]=2[N:5]=1.[OH-].[Na+:41]. (5) Given the product [CH3:1][O:2][C:3]1[CH:4]=[C:5]([CH:29]=[CH:30][C:31]=1[O:32][CH2:33][C:34]1[CH:35]=[N:36][C:37]([O:40][CH3:41])=[CH:38][CH:39]=1)[CH2:6][N:7]1[C:11]2[CH:12]=[CH:13][C:14]([CH:16]3[CH2:21][CH2:20][NH:19][CH2:18][CH2:17]3)=[CH:15][C:10]=2[N:9]=[CH:8]1, predict the reactants needed to synthesize it. The reactants are: [CH3:1][O:2][C:3]1[CH:4]=[C:5]([CH:29]=[CH:30][C:31]=1[O:32][CH2:33][C:34]1[CH:35]=[N:36][C:37]([O:40][CH3:41])=[CH:38][CH:39]=1)[CH2:6][N:7]1[C:11]2[CH:12]=[CH:13][C:14]([CH:16]3[CH2:21][CH2:20][N:19](C(OC(C)(C)C)=O)[CH2:18][CH2:17]3)=[CH:15][C:10]=2[N:9]=[CH:8]1.FC(F)(F)C(O)=O.[OH-].[Na+].